Dataset: Reaction yield outcomes from USPTO patents with 853,638 reactions. Task: Predict the reaction yield, written as a fraction of the theoretical maximum amount of product (1.0 means a 100% yield; for example, 0.34 means a 34% yield). (1) The reactants are [F:1][C:2]1[CH:3]=[C:4]([CH:15]=[CH:16][CH:17]=1)[CH2:5][O:6][C:7]1[CH:12]=[CH:11][C:10]([CH2:13][OH:14])=[CH:9][CH:8]=1.[H-].[Na+].Cl[CH2:21][C:22]([NH2:24])=[O:23].O. The catalyst is O1CCCC1. The product is [F:1][C:2]1[CH:3]=[C:4]([CH:15]=[CH:16][CH:17]=1)[CH2:5][O:6][C:7]1[CH:12]=[CH:11][C:10]([CH2:13][O:14][CH2:21][C:22]([NH2:24])=[O:23])=[CH:9][CH:8]=1. The yield is 0.0500. (2) The reactants are [OH:1][C:2]1[C:11]([OH:12])=[CH:10][CH:9]=[CH:8][C:3]=1[C:4]([O:6][CH3:7])=[O:5].N1C=CC=CC=1.CN(C1C=CC=CN=1)C.[F:28][C:29]([F:42])([F:41])[S:30](O[S:30]([C:29]([F:42])([F:41])[F:28])(=[O:32])=[O:31])(=[O:32])=[O:31]. The catalyst is ClCCl.CO. The product is [CH3:7][O:6][C:4](=[O:5])[C:3]1[CH:8]=[CH:9][CH:10]=[C:11]([O:12][S:30]([C:29]([F:42])([F:41])[F:28])(=[O:32])=[O:31])[C:2]=1[OH:1]. The yield is 0.370.